Dataset: Full USPTO retrosynthesis dataset with 1.9M reactions from patents (1976-2016). Task: Predict the reactants needed to synthesize the given product. (1) Given the product [F:23][C:22]([F:25])([F:24])[S:19]([O:1][C:2]1[CH:11]=[C:10]2[C:5]([CH:6]=[CH:7][C:8](=[O:12])[O:9]2)=[CH:4][CH:3]=1)(=[O:21])=[O:20], predict the reactants needed to synthesize it. The reactants are: [OH:1][C:2]1[CH:11]=[C:10]2[C:5]([CH:6]=[CH:7][C:8](=[O:12])[O:9]2)=[CH:4][CH:3]=1.N1C=CC=CC=1.[S:19](O[S:19]([C:22]([F:25])([F:24])[F:23])(=[O:21])=[O:20])([C:22]([F:25])([F:24])[F:23])(=[O:21])=[O:20]. (2) The reactants are: [CH2:1]([OH:4])[CH2:2][OH:3].[Cl:5][C:6]1[CH:11]=[CH:10][C:9]([N:12]2[CH:16]=[C:15]([CH:17]=O)[N:14]=[CH:13]2)=[CH:8][CH:7]=1.C12(CS(O)(=O)=O)C(C)(C)C(CC1)CC2=O. Given the product [Cl:5][C:6]1[CH:7]=[CH:8][C:9]([N:12]2[CH:16]=[C:15]([CH:17]3[O:4][CH2:1][CH2:2][O:3]3)[N:14]=[CH:13]2)=[CH:10][CH:11]=1, predict the reactants needed to synthesize it. (3) Given the product [Cl:1][C:2]1[C:7]2[N:8]=[C:9]([CH3:11])[S:10][C:6]=2[CH:5]=[CH:4][C:3]=1[NH:12][C:13](=[O:22])[C:14]1[CH:19]=[CH:18][CH:17]=[C:16]([O:20][CH3:21])[CH:15]=1, predict the reactants needed to synthesize it. The reactants are: [Cl:1][C:2]1[C:7]2[N:8]=[C:9]([CH3:11])[S:10][C:6]=2[CH:5]=[CH:4][C:3]=1[NH2:12].[C:13](Cl)(=[O:22])[C:14]1[CH:19]=[CH:18][CH:17]=[C:16]([O:20][CH3:21])[CH:15]=1.C(N(CC)CC)C. (4) Given the product [Br:17][C:18]1[N:23]=[C:22]([NH:24][C:25]([C@@H:27]2[CH2:32][C@@H:31]3[C@@H:29]([CH2:30]3)[N:28]2[C:14](=[O:16])[CH2:13][N:6]2[C:7]3[C:12](=[CH:11][CH:10]=[CH:9][CH:8]=3)[C:4]([C:1]([NH2:2])=[O:3])=[N:5]2)=[O:26])[CH:21]=[CH:20][CH:19]=1, predict the reactants needed to synthesize it. The reactants are: [C:1]([C:4]1[C:12]2[C:7](=[CH:8][CH:9]=[CH:10][CH:11]=2)[N:6]([CH2:13][C:14]([OH:16])=O)[N:5]=1)(=[O:3])[NH2:2].[Br:17][C:18]1[N:23]=[C:22]([NH:24][C:25]([C@@H:27]2[CH2:32][C@@H:31]3[C@@H:29]([CH2:30]3)[NH:28]2)=[O:26])[CH:21]=[CH:20][CH:19]=1.CN(C(ON1N=NC2C=CC=CC1=2)=[N+](C)C)C.F[P-](F)(F)(F)(F)F.CCN(C(C)C)C(C)C. (5) Given the product [CH3:1][N:2]1[C:11]2[C:6](=[CH:7][CH:8]=[C:9]([C:12]([F:15])([F:14])[F:13])[CH:10]=2)[C:5]([CH3:16])=[C:4]([C:17]([O:19][CH2:20][CH3:21])=[O:18])[C:3]1=[S:32], predict the reactants needed to synthesize it. The reactants are: [CH3:1][N:2]1[C:11]2[C:6](=[CH:7][CH:8]=[C:9]([C:12]([F:15])([F:14])[F:13])[CH:10]=2)[C:5]([CH3:16])=[C:4]([C:17]([O:19][CH2:20][CH3:21])=[O:18])[C:3]1=O.COC1C=CC(P2(SP(C3C=CC(OC)=CC=3)(=S)S2)=[S:32])=CC=1.CCOC(C)=O.CCCCCC. (6) Given the product [CH3:20][O:19][C:17]1[CH:16]=[CH:15][C:13]2[NH:14][C:26]3[CH2:25][C:24]4([N:23]([NH:34][C:35](=[O:37])[CH3:36])[C:22](=[O:21])[C:27]=3[S:11][C:12]=2[CH:18]=1)[CH2:33][CH2:32][O:31][CH2:30][CH2:29]4, predict the reactants needed to synthesize it. The reactants are: [NH2:14][C:13]1[CH:15]=[CH:16][C:17]([O:19][CH3:20])=[CH:18][C:12]=1[S:11][S:11][C:12]1[CH:18]=[C:17]([O:19][CH3:20])[CH:16]=[CH:15][C:13]=1[NH2:14].[O:21]=[C:22]1[CH2:27][C:26](=O)[CH2:25][C:24]2([CH2:33][CH2:32][O:31][CH2:30][CH2:29]2)[N:23]1[NH:34][C:35](=[O:37])[CH3:36]. (7) Given the product [CH:1]12[O:7][CH:4]([CH:5]=[CH:6]1)[CH2:3][CH:2]2[NH:8][C:9](=[O:10])[O:11][C:12]([CH3:15])([CH3:14])[CH3:13], predict the reactants needed to synthesize it. The reactants are: [CH:1]12[O:7][CH:4]([CH:5]=[CH:6]1)[CH2:3][CH:2]2[NH2:8].[C:9](O[C:9]([O:11][C:12]([CH3:15])([CH3:14])[CH3:13])=[O:10])([O:11][C:12]([CH3:15])([CH3:14])[CH3:13])=[O:10]. (8) The reactants are: [C:1](Cl)(=[O:3])[CH3:2].[Cl:5][C:6]1[CH:7]=[CH:8][C:9]2[N:15]([CH2:16][C:17]([CH3:21])([CH3:20])[CH2:18][OH:19])[C:14](=[O:22])[C@@H:13]([CH2:23][C:24]([NH:26][CH2:27][C@H:28]3[CH2:33][CH2:32][C@H:31]([C:34]([OH:36])=[O:35])[CH2:30][CH2:29]3)=[O:25])[O:12][C@H:11]([C:37]3[CH:42]=[CH:41][CH:40]=[C:39]([O:43][CH3:44])[C:38]=3[O:45][CH3:46])[C:10]=2[CH:47]=1.N1C=CC=CC=1.C(OCC)(=O)C. Given the product [C:1]([O:19][CH2:18][C:17]([CH3:20])([CH3:21])[CH2:16][N:15]1[C:9]2[CH:8]=[CH:7][C:6]([Cl:5])=[CH:47][C:10]=2[C@@H:11]([C:37]2[CH:42]=[CH:41][CH:40]=[C:39]([O:43][CH3:44])[C:38]=2[O:45][CH3:46])[O:12][C@H:13]([CH2:23][C:24]([NH:26][CH2:27][C@H:28]2[CH2:29][CH2:30][C@H:31]([C:34]([OH:36])=[O:35])[CH2:32][CH2:33]2)=[O:25])[C:14]1=[O:22])(=[O:3])[CH3:2], predict the reactants needed to synthesize it. (9) Given the product [NH:21]1[CH2:22][CH2:23][CH2:24][C@H:19]([NH:18][C:17]2[N:12]3[N:11]=[C:10]([NH:9][C:6]4[CH:7]=[CH:8][C:3]([C:1]([NH2:2])=[O:60])=[CH:4][CH:5]=4)[N:32]=[C:13]3[CH:14]=[CH:15][CH:16]=2)[CH2:20]1, predict the reactants needed to synthesize it. The reactants are: [C:1]([C:3]1[CH:8]=[CH:7][C:6]([NH:9][C:10]2[N:32]=[C:13]3[CH:14]=[CH:15][CH:16]=[C:17]([NH:18][C@H:19]4[CH2:24][CH2:23][CH2:22][N:21](C(OC(C)(C)C)=O)[CH2:20]4)[N:12]3[N:11]=2)=[CH:5][CH:4]=1)#[N:2].BrC1N2N=C(NC3C=CC(C#N)=CC=3)N=C2C=CC=1.N[C@H]1CCCN(C(OC(C)(C)C)=[O:60])C1.C(=O)([O-])[O-].[Cs+].[Cs+].C1(P(C2C=CC=CC=2)C2C3OC4C(=CC=CC=4P(C4C=CC=CC=4)C4C=CC=CC=4)C(C)(C)C=3C=CC=2)C=CC=CC=1. (10) Given the product [F:1][C:2]1[CH:7]=[CH:6][C:5]([C:8]([CH:10]2[CH2:15][CH2:14][N:13]([CH3:16])[CH2:12][CH2:11]2)=[O:9])=[CH:4][CH:3]=1, predict the reactants needed to synthesize it. The reactants are: [F:1][C:2]1[CH:7]=[CH:6][C:5]([CH:8]([CH:10]2[CH2:15][CH2:14][N:13]([CH3:16])[CH2:12][CH2:11]2)[OH:9])=[CH:4][CH:3]=1.S(Cl)(Cl)=O.[OH-].[Na+].